Dataset: Reaction yield outcomes from USPTO patents with 853,638 reactions. Task: Predict the reaction yield, written as a fraction of the theoretical maximum amount of product (1.0 means a 100% yield; for example, 0.34 means a 34% yield). (1) The reactants are BrBr.[F:3][C:4]1[CH:9]=[C:8]([CH2:10][C:11]([C:13]2[CH:18]=[CH:17][CH:16]=[C:15]([CH3:19])[CH:14]=2)=O)[CH:7]=[CH:6][N:5]=1.C(N(CC)CC)C.[NH2:27][C:28]([NH2:30])=[S:29].C(=O)([O-])O.[Na+]. The catalyst is C(O)(=O)C.C(#N)C. The product is [F:3][C:4]1[CH:9]=[C:8]([C:10]2[S:29][C:28]([NH2:30])=[N:27][C:11]=2[C:13]2[CH:18]=[CH:17][CH:16]=[C:15]([CH3:19])[CH:14]=2)[CH:7]=[CH:6][N:5]=1. The yield is 0.350. (2) The reactants are [OH:1][NH:2][C:3]([C:5]1[CH:10]=[CH:9][C:8]([C:11]([F:14])([F:13])[F:12])=[CH:7][N:6]=1)=[NH:4].[CH3:15][C:16]1[CH:24]=[C:20]([C:21](O)=O)[C:19]([OH:25])=[CH:18][CH:17]=1. No catalyst specified. The product is [CH3:15][C:16]1[CH:17]=[CH:18][C:19]([OH:25])=[C:20]([C:21]2[O:1][N:2]=[C:3]([C:5]3[CH:10]=[CH:9][C:8]([C:11]([F:12])([F:13])[F:14])=[CH:7][N:6]=3)[N:4]=2)[CH:24]=1. The yield is 0.0800. (3) The reactants are Br[C:2]1[CH:3]=[CH:4][C:5]2[O:14][CH2:13][CH2:12][C:11]3[S:10][C:9]([C:15]4[N:16]([CH:20]([CH3:22])[CH3:21])[N:17]=[CH:18][N:19]=4)=[N:8][C:7]=3[C:6]=2[CH:23]=1.[CH3:24][S:25]([C:28]1[CH:33]=[CH:32][C:31](B(O)O)=[CH:30][CH:29]=1)(=[O:27])=[O:26]. No catalyst specified. The product is [CH:20]([N:16]1[C:15]([C:9]2[S:10][C:11]3[CH2:12][CH2:13][O:14][C:5]4[CH:4]=[CH:3][C:2]([C:31]5[CH:32]=[CH:33][C:28]([S:25]([CH3:24])(=[O:27])=[O:26])=[CH:29][CH:30]=5)=[CH:23][C:6]=4[C:7]=3[N:8]=2)=[N:19][CH:18]=[N:17]1)([CH3:22])[CH3:21]. The yield is 0.400.